This data is from Full USPTO retrosynthesis dataset with 1.9M reactions from patents (1976-2016). The task is: Predict the reactants needed to synthesize the given product. (1) Given the product [CH:6]1([CH2:5][CH:4]([C:11]2[CH:12]=[CH:13][C:14]([S:17]([C:20]([F:23])([F:21])[F:22])(=[O:19])=[O:18])=[CH:15][CH:16]=2)[C:3]([OH:24])=[O:2])[CH2:10][CH2:9][CH2:8][CH2:7]1, predict the reactants needed to synthesize it. The reactants are: C[O:2][C:3](=[O:24])[CH:4]([C:11]1[CH:16]=[CH:15][C:14]([S:17]([C:20]([F:23])([F:22])[F:21])(=[O:19])=[O:18])=[CH:13][CH:12]=1)[CH2:5][CH:6]1[CH2:10][CH2:9][CH2:8][CH2:7]1.[OH-].[Li+]. (2) Given the product [Br:1][C:2]1[CH:7]=[CH:6][C:5]2[NH:8][C:9](/[CH:10]=[CH:11]/[CH:12]3[CH2:17][CH2:16][O:15][CH2:14][CH2:13]3)=[N:19][C:4]=2[CH:3]=1, predict the reactants needed to synthesize it. The reactants are: [Br:1][C:2]1[CH:7]=[CH:6][C:5]([NH:8][C:9](=O)/[CH:10]=[CH:11]/[CH:12]2[CH2:17][CH2:16][O:15][CH2:14][CH2:13]2)=[C:4]([N+:19]([O-])=O)[CH:3]=1.C(O)(=O)C.